From a dataset of Full USPTO retrosynthesis dataset with 1.9M reactions from patents (1976-2016). Predict the reactants needed to synthesize the given product. The reactants are: [F:1][C:2]1[CH:3]=[C:4]([C:18]([N:20]2[CH2:25][CH2:24][O:23][CH2:22][CH2:21]2)=[O:19])[CH:5]=[CH:6][C:7]=1[C:8]1[CH:13]=[CH:12][N:11]2[N:14]=[CH:15][C:16](I)=[C:10]2[N:9]=1.[C:26]([C:28]1[CH:33]=[CH:32][N:31]=[C:30]([NH2:34])[CH:29]=1)#[CH:27].CN(C=[O:39])C. Given the product [CH:24]([OH:23])=[O:39].[NH2:34][C:30]1[CH:29]=[C:28]([C:26]#[C:27][C:16]2[CH:15]=[N:14][N:11]3[CH:12]=[CH:13][C:8]([C:7]4[CH:6]=[CH:5][C:4]([C:18]([N:20]5[CH2:25][CH2:24][O:23][CH2:22][CH2:21]5)=[O:19])=[CH:3][C:2]=4[F:1])=[N:9][C:10]=23)[CH:33]=[CH:32][N:31]=1, predict the reactants needed to synthesize it.